The task is: Predict the reactants needed to synthesize the given product.. This data is from Full USPTO retrosynthesis dataset with 1.9M reactions from patents (1976-2016). (1) Given the product [F:4][C:5]1[CH:10]=[C:9]([C:11](=[O:12])[CH3:1])[CH:8]=[CH:7][N:6]=1, predict the reactants needed to synthesize it. The reactants are: [CH3:1][Mg+].[Br-].[F:4][C:5]1[CH:10]=[C:9]([C:11](N(C)OC)=[O:12])[CH:8]=[CH:7][N:6]=1. (2) The reactants are: [F:1][C:2]1[CH:7]=[C:6]([C:8]2[CH:9]=[C:10]3[C:16]([C:17]4[C:18]([CH3:31])=[N:19][N:20]([CH2:23][C:24]5[CH:29]=[CH:28][CH:27]=[C:26]([F:30])[CH:25]=5)[C:21]=4[CH3:22])=[CH:15][NH:14][C:11]3=[N:12][CH:13]=2)[CH:5]=[CH:4][C:3]=1[CH:32]1[CH2:37][CH2:36][N:35](C(OC(C)(C)C)=O)[CH2:34][CH2:33]1. Given the product [F:1][C:2]1[CH:7]=[C:6]([C:8]2[CH:9]=[C:10]3[C:16]([C:17]4[C:18]([CH3:31])=[N:19][N:20]([CH2:23][C:24]5[CH:29]=[CH:28][CH:27]=[C:26]([F:30])[CH:25]=5)[C:21]=4[CH3:22])=[CH:15][NH:14][C:11]3=[N:12][CH:13]=2)[CH:5]=[CH:4][C:3]=1[CH:32]1[CH2:37][CH2:36][NH:35][CH2:34][CH2:33]1, predict the reactants needed to synthesize it.